Dataset: Catalyst prediction with 721,799 reactions and 888 catalyst types from USPTO. Task: Predict which catalyst facilitates the given reaction. Reactant: Cl[C:2]1[N:7]=[CH:6][C:5]2[N:8]=[C:9]([C@H:17]([O:19][CH:20]3[CH2:25][CH2:24][CH2:23][CH2:22][O:21]3)[CH3:18])[N:10]([C@@H:11]([CH3:16])[C:12]([F:15])([F:14])[F:13])[C:4]=2[CH:3]=1.[F:26][C@H:27]1[C@@H:32]([O:33][CH3:34])[CH2:31][CH2:30][N:29]([C:35]2[N:40]=[C:39]([NH2:41])[CH:38]=[CH:37][N:36]=2)[CH2:28]1.C1(P(C2CCCCC2)C2C=CC=CC=2C2C(C(C)C)=CC(C(C)C)=CC=2C(C)C)CCCCC1.C(=O)([O-])[O-].[Cs+].[Cs+]. Product: [F:26][C@H:27]1[C@@H:32]([O:33][CH3:34])[CH2:31][CH2:30][N:29]([C:35]2[N:40]=[C:39]([NH:41][C:2]3[N:7]=[CH:6][C:5]4[N:8]=[C:9]([C@H:17]([O:19][CH:20]5[CH2:25][CH2:24][CH2:23][CH2:22][O:21]5)[CH3:18])[N:10]([C@@H:11]([CH3:16])[C:12]([F:15])([F:14])[F:13])[C:4]=4[CH:3]=3)[CH:38]=[CH:37][N:36]=2)[CH2:28]1. The catalyst class is: 62.